From a dataset of Full USPTO retrosynthesis dataset with 1.9M reactions from patents (1976-2016). Predict the reactants needed to synthesize the given product. (1) The reactants are: Br[C:2]1[CH:10]=[C:9]2[C:5]([C:6]([C:24]3[CH:33]=[CH:32][C:27]([C:28]([O:30][CH3:31])=[O:29])=[CH:26][CH:25]=3)=[N:7][N:8]2[C:11](=[O:23])[C:12]2[C:17]([C:18]([F:21])([F:20])[F:19])=[CH:16][CH:15]=[CH:14][C:13]=2[Cl:22])=[CH:4][CH:3]=1.[C:34]([Si:36]([CH3:39])([CH3:38])[CH3:37])#[CH:35]. Given the product [Cl:22][C:13]1[CH:14]=[CH:15][CH:16]=[C:17]([C:18]([F:20])([F:19])[F:21])[C:12]=1[C:11]([N:8]1[C:9]2[C:5](=[CH:4][CH:3]=[C:2]([C:35]#[C:34][Si:36]([CH3:39])([CH3:38])[CH3:37])[CH:10]=2)[C:6]([C:24]2[CH:33]=[CH:32][C:27]([C:28]([O:30][CH3:31])=[O:29])=[CH:26][CH:25]=2)=[N:7]1)=[O:23], predict the reactants needed to synthesize it. (2) Given the product [CH2:7]([O:6][P:4]([C:9]1[CH:10]=[C:11]([C:14]2[S:15][C:16]([I:27])=[CH:17][C:18]=2[P:19]([O:21][CH2:22][CH3:23])([O:24][CH2:25][CH3:26])=[O:20])[S:12][CH:13]=1)([O:3][CH2:1][CH3:2])=[O:5])[CH3:8], predict the reactants needed to synthesize it. The reactants are: [CH2:1]([O:3][P:4]([C:9]1[CH:10]=[C:11]([C:14]2[S:15][CH:16]=[CH:17][C:18]=2[P:19]([O:24][CH2:25][CH3:26])([O:21][CH2:22][CH3:23])=[O:20])[S:12][CH:13]=1)([O:6][CH2:7][CH3:8])=[O:5])[CH3:2].[I:27]N1C(=O)CCC1=O.S([O-])([O-])(=O)=S.[Na+].[Na+]. (3) Given the product [CH3:1][C:2]1[C:3]([NH:12][CH:13]([C:17]2[CH:18]=[CH:19][C:20]([C:21]([NH:33][CH2:32][CH2:31][C:30]([O:29][CH3:27])=[O:34])=[O:22])=[CH:24][CH:25]=2)[CH2:14][CH2:15][CH3:16])=[N:4][C:5]2[C:10]([CH:11]=1)=[CH:9][CH:8]=[CH:7][CH:6]=2, predict the reactants needed to synthesize it. The reactants are: [CH3:1][C:2]1[C:3]([NH:12][CH:13]([C:17]2[CH:25]=[CH:24][C:20]([C:21](O)=[O:22])=[CH:19][CH:18]=2)[CH2:14][CH2:15][CH3:16])=[N:4][C:5]2[C:10]([CH:11]=1)=[CH:9][CH:8]=[CH:7][CH:6]=2.Cl.[CH2:27]([O:29][C:30](=[O:34])[CH2:31][CH2:32][NH2:33])C.O.ON1C2C=CC=CC=2N=N1.C(N(CC)CC)C.Cl.CN(C)CCCN=C=NCC. (4) Given the product [N:26]1[CH:31]=[CH:30][C:29]([C:2]2[C:10]3[C:9](=[O:11])[N:8]([CH2:12][CH2:13][C:14]4[CH:19]=[CH:18][CH:17]=[CH:16][N:15]=4)[N:7]=[C:6]([C:20]4[CH:25]=[CH:24][N:23]=[CH:22][CH:21]=4)[C:5]=3[S:4][CH:3]=2)=[CH:28][CH:27]=1, predict the reactants needed to synthesize it. The reactants are: Br[C:2]1[C:10]2[C:9](=[O:11])[N:8]([CH2:12][CH2:13][C:14]3[CH:19]=[CH:18][CH:17]=[CH:16][N:15]=3)[N:7]=[C:6]([C:20]3[CH:25]=[CH:24][N:23]=[CH:22][CH:21]=3)[C:5]=2[S:4][CH:3]=1.[N:26]1[CH:31]=[CH:30][C:29](B(O)O)=[CH:28][CH:27]=1. (5) Given the product [NH:30]1[CH2:31][CH:28]([N:24]2[C:23]3[CH:39]=[C:19]([C:17]4[S:18][C:14]5[C:13]([C:43]6[CH:44]=[CH:45][C:46]([Cl:49])=[CH:47][CH:48]=6)=[C:12]([C@H:6]([O:5][C:1]([CH3:3])([CH3:2])[CH3:4])[C:7]([O:9][CH2:10][CH3:11])=[O:8])[C:41]([CH3:42])=[CH:40][C:15]=5[N:16]=4)[CH:20]=[CH:21][C:22]=3[N:26]=[C:25]2[CH3:27])[CH2:29]1, predict the reactants needed to synthesize it. The reactants are: [C:1]([O:5][C@@H:6]([C:12]1[C:41]([CH3:42])=[CH:40][C:15]2[N:16]=[C:17]([C:19]3[CH:20]=[CH:21][C:22]4[N:26]=[C:25]([CH3:27])[N:24]([CH:28]5[CH2:31][N:30](C(OC(C)(C)C)=O)[CH2:29]5)[C:23]=4[CH:39]=3)[S:18][C:14]=2[C:13]=1[C:43]1[CH:48]=[CH:47][C:46]([Cl:49])=[CH:45][CH:44]=1)[C:7]([O:9][CH2:10][CH3:11])=[O:8])([CH3:4])([CH3:3])[CH3:2]. (6) Given the product [Cl:1][C:2]1[CH:3]=[C:4]([CH:10]([C:28]([F:29])([F:31])[F:30])/[CH:11]=[CH:12]/[C:13]2[CH:14]=[C:15]3[C:20](=[CH:21][CH:22]=2)[C:19](=[O:23])[N:18]([CH2:24][C:25]([NH:35][CH2:34][C:33]([F:37])([F:36])[F:32])=[O:27])[N:17]=[CH:16]3)[CH:5]=[C:6]([Cl:9])[C:7]=1[F:8], predict the reactants needed to synthesize it. The reactants are: [Cl:1][C:2]1[CH:3]=[C:4]([CH:10]([C:28]([F:31])([F:30])[F:29])/[CH:11]=[CH:12]/[C:13]2[CH:14]=[C:15]3[C:20](=[CH:21][CH:22]=2)[C:19](=[O:23])[N:18]([CH2:24][C:25]([OH:27])=O)[N:17]=[CH:16]3)[CH:5]=[C:6]([Cl:9])[C:7]=1[F:8].[F:32][C:33]([F:37])([F:36])[CH2:34][NH2:35].C1CN([P+](ON2N=NC3C=CC=CC2=3)(N2CCCC2)N2CCCC2)CC1.F[P-](F)(F)(F)(F)F.CCN(C(C)C)C(C)C. (7) Given the product [CH2:8]([S:15]([NH:18][C:19]1[CH:31]=[C:30]([CH2:32][CH2:33][C:34]2[CH:39]=[CH:38][CH:37]=[CH:36][CH:35]=2)[CH:29]=[CH:28][C:20]=1[C:21]([OH:23])=[O:22])(=[O:16])=[O:17])[C:9]1[CH:10]=[CH:11][CH:12]=[CH:13][CH:14]=1, predict the reactants needed to synthesize it. The reactants are: FC(F)(F)C(O)=O.[CH2:8]([S:15]([NH:18][C:19]1[CH:31]=[C:30]([CH2:32][CH2:33][C:34]2[CH:39]=[CH:38][CH:37]=[CH:36][CH:35]=2)[CH:29]=[CH:28][C:20]=1[C:21]([O:23]C(C)(C)C)=[O:22])(=[O:17])=[O:16])[C:9]1[CH:14]=[CH:13][CH:12]=[CH:11][CH:10]=1.